From a dataset of Full USPTO retrosynthesis dataset with 1.9M reactions from patents (1976-2016). Predict the reactants needed to synthesize the given product. (1) Given the product [C:18]([O:22][C:23]([NH:25][C:26]([C:29]1[CH:34]=[CH:33][C:32]([C:35]2[C:36]([C:37]#[N:38])=[CH:41][N:17]=[C:15]([NH:14][C:10]3[CH:9]=[C:8]4[C:13](=[CH:12][CH:11]=3)[NH:5][N:6]=[CH:7]4)[N:16]=2)=[CH:31][CH:30]=1)([CH3:28])[CH3:27])=[O:24])([CH3:20])([CH3:19])[CH3:21], predict the reactants needed to synthesize it. The reactants are: [N+]([O-])([O-])=O.[NH:5]1[C:13]2[C:8](=[CH:9][C:10]([NH:14][C:15]([NH2:17])=[NH2+:16])=[CH:11][CH:12]=2)[CH:7]=[N:6]1.[C:18]([O:22][C:23]([NH:25][C:26]([C:29]1[CH:34]=[CH:33][C:32]([C:35](=O)[C:36]([C:41]#N)=[CH:37][N:38](C)C)=[CH:31][CH:30]=1)([CH3:28])[CH3:27])=[O:24])([CH3:21])([CH3:20])[CH3:19].[OH-].[Na+]. (2) Given the product [O:33]=[C:28]1[CH:29]=[CH:30][CH:31]=[CH:32][N:27]1[C:24]1[CH:23]=[CH:22][C:21]([N:15]2[CH2:16][CH2:17][N:18]([CH2:2][CH2:3][C:4]3[C:12]4[C:7](=[CH:8][CH:9]=[C:10]([C:13]#[N:14])[CH:11]=4)[NH:6][CH:5]=3)[CH2:19][CH2:20]2)=[CH:26][CH:25]=1, predict the reactants needed to synthesize it. The reactants are: O=[CH:2][CH2:3][C:4]1[C:12]2[C:7](=[CH:8][CH:9]=[C:10]([C:13]#[N:14])[CH:11]=2)[NH:6][CH:5]=1.[N:15]1([C:21]2[CH:26]=[CH:25][C:24]([N:27]3[CH:32]=[CH:31][CH:30]=[CH:29][C:28]3=[O:33])=[CH:23][CH:22]=2)[CH2:20][CH2:19][NH:18][CH2:17][CH2:16]1.C([BH3-])#N.[Na+].C(O)(=O)C. (3) Given the product [Cl:1][C:2]1[CH:7]=[C:6]([O:12][CH3:11])[N:5]=[C:4]([S:9][CH3:10])[N:3]=1, predict the reactants needed to synthesize it. The reactants are: [Cl:1][C:2]1[CH:7]=[C:6](Cl)[N:5]=[C:4]([S:9][CH3:10])[N:3]=1.[CH3:11][OH:12].